This data is from Forward reaction prediction with 1.9M reactions from USPTO patents (1976-2016). The task is: Predict the product of the given reaction. Given the reactants Cl[C:2]([O-:4])=[O:3].[F:5][C:6]([F:10])([F:9])[CH2:7][OH:8].N1C=CC=C[CH:12]=1, predict the reaction product. The product is: [C:2](=[O:3])([O:8][CH2:7][C:6]([F:10])([F:9])[F:5])[O:4][CH3:12].